From a dataset of Experimentally validated miRNA-target interactions with 360,000+ pairs, plus equal number of negative samples. Binary Classification. Given a miRNA mature sequence and a target amino acid sequence, predict their likelihood of interaction. (1) The miRNA is hsa-miR-6721-5p with sequence UGGGCAGGGGCUUAUUGUAGGAG. The protein sequence of the target gene is MFLTRSEYDRGVNTFSPEGRLFQVEYAIEAIKLGSTAIGIQTSEGVCLAVEKRITSPLMEPSSIEKIVEIDAHIGCAMSGLIADAKTLIDKARVETQNHWFTYNETMTVESVTQAVSNLALQFGEEDADPGAMSRPFGVALLFGGVDEKGPQLFHMDPSGTFVQCDARAIGSASEGAQSSLQEVYHKSMTLKEAIKSSLIILKQVMEEKLNATNIELATVQPGQNFHMFTKEELEEVIKDI. Result: 0 (no interaction). (2) The miRNA is hsa-miR-106a-3p with sequence CUGCAAUGUAAGCACUUCUUAC. The protein sequence of the target gene is MGSNSSRIGDLPKNEYLKKLSGTESISENDPFWNQLLSFSFPAPTSSSELKLLEEATISVCRSLVENNPRTGNLGALIKVFLSRTKELKLSAECQNHIFIWQTHNALFIICCLLKVFICQMSEEELQLHFTYEEKSPGNYSSDSEDLLEELLCCLMQLITDIPLLDITYEISVEAISTMVVFLSCQLFHKEVLRQSISHKYLMRGPCLPYTSKLVKTLLYNFIRQEKPPPPGAHVFPQQSDGGGLLYGLASGVATGLWTVFTLGGVGSKAAASPELSSPLANQSLLLLLVLANLTDASDA.... Result: 1 (interaction).